This data is from Full USPTO retrosynthesis dataset with 1.9M reactions from patents (1976-2016). The task is: Predict the reactants needed to synthesize the given product. (1) Given the product [CH3:20][C:21]1([CH3:44])[CH2:30][CH2:29][C:28]([CH3:31])([CH3:32])[C:27]2[CH:26]=[C:25]([C:33]3[N:34]=[C:35]([CH:38]4[CH2:39][CH2:47][N:46]([C:48]([O:6][CH2:5][CH2:4][CH2:3][O:2][CH3:1])=[O:49])[CH2:45][CH2:43]4)[S:36][CH:37]=3)[CH:24]=[CH:23][C:22]1=2, predict the reactants needed to synthesize it. The reactants are: [CH3:1][O:2][CH2:3][CH2:4][CH2:5][OH:6].C(N1C=CN=C1)(N1C=CN=C1)=O.Br.[CH3:20][C:21]1([CH3:44])[CH2:30][CH2:29][C:28]([CH3:32])([CH3:31])[C:27]2[CH:26]=[C:25]([C:33]3[N:34]=[C:35]([CH:38]4[CH2:43]CNC[CH2:39]4)[S:36][CH:37]=3)[CH:24]=[CH:23][C:22]1=2.[CH3:45][N:46]([CH:48]=[O:49])[CH3:47]. (2) Given the product [ClH:33].[CH3:1][O:2][C:3]1[CH:8]=[CH:7][CH:6]=[CH:5][C:4]=1[C:9]1[C:19]2[O:18][CH2:17][CH2:16][NH:15][CH2:14][C:13]=2[CH:12]=[CH:11][CH:10]=1, predict the reactants needed to synthesize it. The reactants are: [CH3:1][O:2][C:3]1[CH:8]=[CH:7][CH:6]=[CH:5][C:4]=1[C:9]1[C:19]2[O:18][CH2:17][CH2:16][N:15](C(OC(C)(C)C)=O)[CH2:14][C:13]=2[CH:12]=[CH:11][CH:10]=1.C(OCC)(=O)C.[ClH:33]. (3) Given the product [F:17][C:16]([F:19])([F:18])[CH2:15][CH2:14][CH2:13][CH2:12][CH2:11][O:1][C:2]1[CH:9]=[CH:8][C:5]([CH:6]=[O:7])=[CH:4][CH:3]=1, predict the reactants needed to synthesize it. The reactants are: [OH:1][C:2]1[CH:9]=[CH:8][C:5]([CH:6]=[O:7])=[CH:4][CH:3]=1.Br[CH2:11][CH2:12][CH2:13][CH2:14][CH2:15][C:16]([F:19])([F:18])[F:17].C([O-])([O-])=O.[K+].[K+]. (4) Given the product [NH:20]1[CH:24]=[C:23]([C:25]2[C:26]([NH2:31])=[N:27][CH:28]=[CH:29][CH:30]=2)[CH:22]=[N:21]1, predict the reactants needed to synthesize it. The reactants are: C([N:20]1[CH:24]=[C:23]([C:25]2[C:26]([NH2:31])=[N:27][CH:28]=[CH:29][CH:30]=2)[CH:22]=[N:21]1)(C1C=CC=CC=1)(C1C=CC=CC=1)C1C=CC=CC=1.Cl.CO. (5) Given the product [CH2:12]([S:11][C:4]1[CH:3]=[C:2]([N:16]2[CH2:17][CH2:18][O:19][CH2:20][C@H:15]2[CH3:14])[CH:9]=[C:8]([CH3:10])[C:5]=1[C:6]#[N:7])[CH3:13], predict the reactants needed to synthesize it. The reactants are: Cl[C:2]1[CH:9]=[C:8]([CH3:10])[C:5]([C:6]#[N:7])=[C:4]([S:11][CH2:12][CH3:13])[CH:3]=1.[CH3:14][C@@H:15]1[CH2:20][O:19][CH2:18][CH2:17][NH:16]1.CC(C)([O-])C.[Na+].CC(P(C(C)(C)C)C1C(C2C=CC=CC=2)=CC=CC=1)(C)C. (6) Given the product [F:30][C:27]1[CH:28]=[CH:29][C:24]([C:22]2[O:23][C:19]3[CH:18]=[CH:17][C:16]4[O:35][CH:13]([CH3:14])[CH2:12][C:15]=4[C:20]=3[C:21]=2[C:31]([O:33][CH3:34])=[O:32])=[CH:25][CH:26]=1, predict the reactants needed to synthesize it. The reactants are: CC1C=CC(S(O)(=O)=O)=CC=1.[CH2:12]([C:15]1[C:20]2[C:21]([C:31]([O:33][CH3:34])=[O:32])=[C:22]([C:24]3[CH:29]=[CH:28][C:27]([F:30])=[CH:26][CH:25]=3)[O:23][C:19]=2[CH:18]=[CH:17][C:16]=1[OH:35])[CH:13]=[CH2:14].C(=O)([O-])[O-].[Na+].[Na+]. (7) Given the product [F:11][C:10]([F:13])([F:12])[C:9]([NH:8][C:6]1[CH:7]=[C:2]([C:21]#[C:20][Si:17]([CH3:19])([CH3:18])[CH3:16])[CH:3]=[CH:4][C:5]=1[CH3:15])=[O:14], predict the reactants needed to synthesize it. The reactants are: Br[C:2]1[CH:3]=[CH:4][C:5]([CH3:15])=[C:6]([NH:8][C:9](=[O:14])[C:10]([F:13])([F:12])[F:11])[CH:7]=1.[CH3:16][Si:17]([C:20]#[CH:21])([CH3:19])[CH3:18]. (8) The reactants are: N[C@H](C1N(C2CC2)C(=O)C2C(C=1)=CC=CC=2C)C.ClC1N=CN=C2C=1N=CN2C1CCCCO1.CCN(C(C)C)C(C)C.[CH:44]1([N:47]2[C:56]([C@@H:57]([NH:59][C:60]3[N:68]=[CH:67][N:66]=[C:65]4[C:61]=3[N:62]=[CH:63][N:64]4[CH:69]3[CH2:74][CH2:73][CH2:72][CH2:71][O:70]3)[CH3:58])=[CH:55][C:54]3[C:49](=[C:50]([CH3:75])[CH:51]=[CH:52][CH:53]=3)[C:48]2=[O:76])[CH2:46][CH2:45]1. Given the product [N:68]1[C:60]([NH:59][C@H:57]([C:56]2[N:47]([CH:44]3[CH2:46][CH2:45]3)[C:48](=[O:76])[C:49]3[C:54]([CH:55]=2)=[CH:53][CH:52]=[CH:51][C:50]=3[CH3:75])[CH3:58])=[C:61]2[C:65]([NH:64][CH:63]=[N:62]2)=[N:66][CH:67]=1.[CH:44]1([N:47]2[C:56]([C@@H:57]([NH:59][C:60]3[N:68]=[CH:67][N:66]=[C:65]4[C:61]=3[N:62]=[CH:63][N:64]4[CH:69]3[CH2:74][CH2:73][CH2:72][CH2:71][O:70]3)[CH3:58])=[CH:55][C:54]3[C:49](=[C:50]([CH3:75])[CH:51]=[CH:52][CH:53]=3)[C:48]2=[O:76])[CH2:45][CH2:46]1, predict the reactants needed to synthesize it. (9) The reactants are: C[O:2][C:3]([C:5]1[C:6]([C:24]2[CH:29]=[CH:28][C:27]([C:30]([OH:32])=O)=[CH:26][CH:25]=2)=[CH:7][CH:8]=[C:9]([C:11]2[S:12][CH:13]=[C:14]([C:16]3[CH:21]=[CH:20][C:19]([Cl:22])=[C:18]([Cl:23])[CH:17]=3)[N:15]=2)[CH:10]=1)=[O:4].[NH2:33][CH:34]1[CH2:39][CH2:38][N:37]([CH3:40])[CH2:36][CH2:35]1. Given the product [Cl:23][C:18]1[CH:17]=[C:16]([C:14]2[N:15]=[C:11]([C:9]3[CH:10]=[C:5]([C:3]([OH:2])=[O:4])[C:6]([C:24]4[CH:29]=[CH:28][C:27]([C:30](=[O:32])[NH:33][CH:34]5[CH2:39][CH2:38][N:37]([CH3:40])[CH2:36][CH2:35]5)=[CH:26][CH:25]=4)=[CH:7][CH:8]=3)[S:12][CH:13]=2)[CH:21]=[CH:20][C:19]=1[Cl:22], predict the reactants needed to synthesize it.